Task: Regression. Given two drug SMILES strings and cell line genomic features, predict the synergy score measuring deviation from expected non-interaction effect.. Dataset: NCI-60 drug combinations with 297,098 pairs across 59 cell lines (1) Drug 1: COC1=CC(=CC(=C1O)OC)C2C3C(COC3=O)C(C4=CC5=C(C=C24)OCO5)OC6C(C(C7C(O6)COC(O7)C8=CC=CS8)O)O. Drug 2: C1=NC(=NC(=O)N1C2C(C(C(O2)CO)O)O)N. Cell line: PC-3. Synergy scores: CSS=20.6, Synergy_ZIP=-6.14, Synergy_Bliss=-0.117, Synergy_Loewe=-0.913, Synergy_HSA=1.75. (2) Drug 1: CC(CN1CC(=O)NC(=O)C1)N2CC(=O)NC(=O)C2. Drug 2: B(C(CC(C)C)NC(=O)C(CC1=CC=CC=C1)NC(=O)C2=NC=CN=C2)(O)O. Cell line: OVCAR-5. Synergy scores: CSS=12.3, Synergy_ZIP=-4.50, Synergy_Bliss=-2.47, Synergy_Loewe=-1.80, Synergy_HSA=-2.43. (3) Cell line: EKVX. Drug 1: C1CCC(C1)C(CC#N)N2C=C(C=N2)C3=C4C=CNC4=NC=N3. Drug 2: CCC(=C(C1=CC=CC=C1)C2=CC=C(C=C2)OCCN(C)C)C3=CC=CC=C3.C(C(=O)O)C(CC(=O)O)(C(=O)O)O. Synergy scores: CSS=3.57, Synergy_ZIP=-1.70, Synergy_Bliss=-2.22, Synergy_Loewe=-1.68, Synergy_HSA=-1.39. (4) Drug 1: C1=CC=C(C=C1)NC(=O)CCCCCCC(=O)NO. Drug 2: CCC1(CC2CC(C3=C(CCN(C2)C1)C4=CC=CC=C4N3)(C5=C(C=C6C(=C5)C78CCN9C7C(C=CC9)(C(C(C8N6C)(C(=O)OC)O)OC(=O)C)CC)OC)C(=O)OC)O.OS(=O)(=O)O. Synergy scores: CSS=4.98, Synergy_ZIP=-0.432, Synergy_Bliss=0.982, Synergy_Loewe=2.19, Synergy_HSA=1.28. Cell line: NCI-H460. (5) Drug 1: CC12CCC(CC1=CCC3C2CCC4(C3CC=C4C5=CN=CC=C5)C)O. Drug 2: CC1=C(N=C(N=C1N)C(CC(=O)N)NCC(C(=O)N)N)C(=O)NC(C(C2=CN=CN2)OC3C(C(C(C(O3)CO)O)O)OC4C(C(C(C(O4)CO)O)OC(=O)N)O)C(=O)NC(C)C(C(C)C(=O)NC(C(C)O)C(=O)NCCC5=NC(=CS5)C6=NC(=CS6)C(=O)NCCC[S+](C)C)O. Cell line: TK-10. Synergy scores: CSS=-0.199, Synergy_ZIP=-2.04, Synergy_Bliss=-3.90, Synergy_Loewe=-6.60, Synergy_HSA=-4.36. (6) Drug 1: CC12CCC3C(C1CCC2NC(=O)OCC(F)(F)F)CCC4C3(C=CC(=O)N4C)C. Drug 2: C1CC(C1)(C(=O)O)C(=O)O.[NH2-].[NH2-].[Pt+2]. Cell line: NCI-H460. Synergy scores: CSS=26.8, Synergy_ZIP=-2.75, Synergy_Bliss=-1.85, Synergy_Loewe=0.737, Synergy_HSA=0.636. (7) Drug 1: C1=CN(C(=O)N=C1N)C2C(C(C(O2)CO)O)(F)F. Drug 2: B(C(CC(C)C)NC(=O)C(CC1=CC=CC=C1)NC(=O)C2=NC=CN=C2)(O)O. Cell line: SW-620. Synergy scores: CSS=79.2, Synergy_ZIP=2.25, Synergy_Bliss=1.79, Synergy_Loewe=-1.67, Synergy_HSA=3.55.